The task is: Predict the product of the given reaction.. This data is from Forward reaction prediction with 1.9M reactions from USPTO patents (1976-2016). (1) Given the reactants FC(F)(F)C(O)=O.C(OC(=O)[NH:14][C:15]1[CH:16]=[N:17][C:18]2[C:23]([C:24]=1[O:25][CH2:26][C:27]1[CH:32]=[CH:31][CH:30]=[CH:29][CH:28]=1)=[N:22][C:21]([O:33][CH3:34])=[CH:20][CH:19]=2)(C)(C)C, predict the reaction product. The product is: [CH2:26]([O:25][C:24]1[C:23]2[C:18](=[CH:19][CH:20]=[C:21]([O:33][CH3:34])[N:22]=2)[N:17]=[CH:16][C:15]=1[NH2:14])[C:27]1[CH:32]=[CH:31][CH:30]=[CH:29][CH:28]=1. (2) Given the reactants Cl[C:2]1[CH:3]=[CH:4][C:5](OCCCCCCC)=[C:6]([CH:32]=1)[C:7]([NH:9][C@@H:10]([CH2:14][C:15]1[CH:20]=[CH:19][C:18]([C:21]2[CH:26]=[CH:25][C:24](OC(F)(F)F)=[CH:23][CH:22]=2)=[CH:17][CH:16]=1)[C:11]([OH:13])=[O:12])=[O:8].[F:41][C:42]([F:54])([F:53])[O:43][C:44]1[CH:49]=[CH:48][C:47](B(O)O)=[CH:46][CH:45]=1, predict the reaction product. The product is: [C:18]1([C:21]2[CH:22]=[CH:23][CH:24]=[CH:25][CH:26]=2)[CH:17]=[CH:16][C:15]([CH2:14][C@H:10]([NH:9][C:7]([C:6]2[CH:32]=[CH:2][C:3]([C:47]3[CH:46]=[CH:45][C:44]([O:43][C:42]([F:41])([F:53])[F:54])=[CH:49][CH:48]=3)=[CH:4][CH:5]=2)=[O:8])[C:11]([OH:13])=[O:12])=[CH:20][CH:19]=1. (3) Given the reactants [Cl:1][C:2]1[CH:7]=[CH:6][CH:5]=[CH:4][C:3]=1[OH:8].C(=O)([O-])[O-].[K+].[K+].Cl[C:16]1[C:21]([C:22]([O:24][CH2:25][CH3:26])=[O:23])=[CH:20][N:19]=[C:18]([C:27]2[CH:32]=[C:31]([F:33])[CH:30]=[C:29]([F:34])[CH:28]=2)[CH:17]=1, predict the reaction product. The product is: [Cl:1][C:2]1[CH:7]=[CH:6][CH:5]=[CH:4][C:3]=1[O:8][C:16]1[C:21]([C:22]([O:24][CH2:25][CH3:26])=[O:23])=[CH:20][N:19]=[C:18]([C:27]2[CH:28]=[C:29]([F:34])[CH:30]=[C:31]([F:33])[CH:32]=2)[CH:17]=1. (4) Given the reactants [Cl:1][C:2]1[CH:7]=[CH:6][C:5]([C:8]2([CH3:36])[C:12]([C:14]3[CH:19]=[CH:18][C:17]([Cl:20])=[CH:16][CH:15]=3)([CH3:13])[N:11]([C:21](Cl)=[O:22])[C:10]([C:24]3[CH:29]=[CH:28][C:27]([O:30][CH3:31])=[CH:26][C:25]=3[O:32][CH:33]([CH3:35])[CH3:34])=[N:9]2)=[CH:4][CH:3]=1.Cl.Cl.[N:39]1([CH2:45][C:46]([NH2:48])=[O:47])[CH2:44][CH2:43][NH:42][CH2:41][CH2:40]1, predict the reaction product. The product is: [Cl:1][C:2]1[CH:7]=[CH:6][C:5]([C@@:8]2([CH3:36])[C@:12]([C:14]3[CH:15]=[CH:16][C:17]([Cl:20])=[CH:18][CH:19]=3)([CH3:13])[N:11]([C:21]([N:42]3[CH2:43][CH2:44][N:39]([CH2:45][C:46]([NH2:48])=[O:47])[CH2:40][CH2:41]3)=[O:22])[C:10]([C:24]3[CH:29]=[CH:28][C:27]([O:30][CH3:31])=[CH:26][C:25]=3[O:32][CH:33]([CH3:34])[CH3:35])=[N:9]2)=[CH:4][CH:3]=1. (5) Given the reactants [CH2:1]([O:8][NH:9][C:10](=[O:19])[CH2:11][CH2:12][CH2:13][CH2:14][CH2:15][CH2:16][CH2:17]Br)[C:2]1[CH:7]=[CH:6][CH:5]=[CH:4][CH:3]=1.Cl.[CH3:21][O:22][C:23]1[CH:24]=[C:25]2[C:30](=[CH:31][C:32]=1[O:33][CH3:34])[CH2:29][NH:28][CH2:27][CH2:26]2.C(=O)([O-])[O-].[K+].[K+], predict the reaction product. The product is: [CH2:1]([O:8][NH:9][C:10](=[O:19])[CH2:11][CH2:12][CH2:13][CH2:14][CH2:15][CH2:16][CH2:17][N:28]1[CH2:27][CH2:26][C:25]2[C:30](=[CH:31][C:32]([O:33][CH3:34])=[C:23]([O:22][CH3:21])[CH:24]=2)[CH2:29]1)[C:2]1[CH:7]=[CH:6][CH:5]=[CH:4][CH:3]=1. (6) Given the reactants [OH-].[Na+].C[O:4][C:5](=[O:39])[CH2:6][C:7]1[CH:8]=[N:9][CH:10]=[C:11]([C:13]2[CH:18]=[CH:17][C:16]([C:19]([CH2:37][CH3:38])([C:22]3[CH:27]=[CH:26][C:25](/[CH:28]=[CH:29]/[C:30]([CH2:34][CH3:35])([OH:33])[CH2:31][CH3:32])=[C:24]([CH3:36])[CH:23]=3)[CH2:20][CH3:21])=[CH:15][CH:14]=2)[CH:12]=1.[Cl-].[NH4+], predict the reaction product. The product is: [CH2:20]([C:19]([C:16]1[CH:15]=[CH:14][C:13]([C:11]2[CH:12]=[C:7]([CH2:6][C:5]([OH:39])=[O:4])[CH:8]=[N:9][CH:10]=2)=[CH:18][CH:17]=1)([C:22]1[CH:27]=[CH:26][C:25](/[CH:28]=[CH:29]/[C:30]([CH2:31][CH3:32])([OH:33])[CH2:34][CH3:35])=[C:24]([CH3:36])[CH:23]=1)[CH2:37][CH3:38])[CH3:21]. (7) Given the reactants N#N.[CH3:3][C:4]1([C:9]2[S:13][C:12]([CH2:14]OS(C)(=O)=O)=[N:11][CH:10]=2)[O:8][CH2:7][CH2:6][O:5]1.[N+:20]([C:23]1[CH:24]=[N:25][NH:26][CH:27]=1)([O-:22])=[O:21].C([O-])([O-])=O.[K+].[K+].[Br-], predict the reaction product. The product is: [CH3:3][C:4]1([C:9]2[S:13][C:12]([CH2:14][N:25]3[CH:24]=[C:23]([N+:20]([O-:22])=[O:21])[CH:27]=[N:26]3)=[N:11][CH:10]=2)[O:5][CH2:6][CH2:7][O:8]1. (8) Given the reactants C1(C)C=CC=CC=1.[CH2:8]([O:10][C:11]1[CH:16]=[CH:15][C:14]([C:17]2[CH:22]=[CH:21][C:20]([CH:23]3[CH2:28][CH2:27][CH:26]([CH:29]4[CH2:34][CH2:33][CH:32]([CH2:35][CH2:36][CH3:37])[CH2:31][CH2:30]4)[O:25][C:24]3=[O:38])=[C:19]([F:39])[C:18]=2[F:40])=[C:13]([F:41])[C:12]=1[F:42])[CH3:9].[H-].C([Al+]CC(C)C)C(C)C, predict the reaction product. The product is: [CH2:8]([O:10][C:11]1[CH:16]=[CH:15][C:14]([C:17]2[CH:22]=[CH:21][C:20]([CH:23]3[CH2:28][CH2:27][CH:26]([CH:29]4[CH2:30][CH2:31][CH:32]([CH2:35][CH2:36][CH3:37])[CH2:33][CH2:34]4)[O:25][CH:24]3[OH:38])=[C:19]([F:39])[C:18]=2[F:40])=[C:13]([F:41])[C:12]=1[F:42])[CH3:9]. (9) Given the reactants Cl[C:2]1[CH:7]=[CH:6][N:5]2[N:8]=[C:9]([C:23]3[CH:28]=[CH:27][C:26]([O:29][CH3:30])=[CH:25][CH:24]=3)[C:10]([C:11]3[CH:16]=[CH:15][N:14]=[C:13]([NH:17][CH:18]4[CH2:22][CH2:21][CH2:20][CH2:19]4)[N:12]=3)=[C:4]2[CH:3]=1.[CH:31]1([NH2:36])[CH2:35][CH2:34][CH2:33][CH2:32]1, predict the reaction product. The product is: [CH:31]1([NH:36][C:2]2[CH:7]=[CH:6][N:5]3[N:8]=[C:9]([C:23]4[CH:28]=[CH:27][C:26]([O:29][CH3:30])=[CH:25][CH:24]=4)[C:10]([C:11]4[CH:16]=[CH:15][N:14]=[C:13]([NH:17][CH:18]5[CH2:22][CH2:21][CH2:20][CH2:19]5)[N:12]=4)=[C:4]3[CH:3]=2)[CH2:35][CH2:34][CH2:33][CH2:32]1.